From a dataset of Catalyst prediction with 721,799 reactions and 888 catalyst types from USPTO. Predict which catalyst facilitates the given reaction. The catalyst class is: 373. Reactant: [CH3:1][C:2]1[O:3][C:4]([C:7]2[CH:12]=[CH:11][C:10]([O:13][C:14]([F:17])([F:16])[F:15])=[CH:9][CH:8]=2)=[CH:5][N:6]=1.[Br:18]Br. Product: [Br:18][C:5]1[N:6]=[C:2]([CH3:1])[O:3][C:4]=1[C:7]1[CH:8]=[CH:9][C:10]([O:13][C:14]([F:17])([F:15])[F:16])=[CH:11][CH:12]=1.